Dataset: Reaction yield outcomes from USPTO patents with 853,638 reactions. Task: Predict the reaction yield, written as a fraction of the theoretical maximum amount of product (1.0 means a 100% yield; for example, 0.34 means a 34% yield). (1) The reactants are [Cl:1][C:2]1[S:6][C:5]([S:7]([NH:10][CH:11]([C:23]([OH:25])=[O:24])[CH:12]([CH2:18][C:19]([F:22])([F:21])[F:20])[CH2:13][C:14]([F:17])([F:16])[F:15])(=[O:9])=[O:8])=[CH:4][CH:3]=1.[Si](C=[N+]=[N-])(C)(C)[CH3:27]. The catalyst is C(Cl)Cl.CO. The product is [Cl:1][C:2]1[S:6][C:5]([S:7]([NH:10][CH:11]([C:23]([O:25][CH3:27])=[O:24])[CH:12]([CH2:13][C:14]([F:16])([F:17])[F:15])[CH2:18][C:19]([F:22])([F:21])[F:20])(=[O:8])=[O:9])=[CH:4][CH:3]=1. The yield is 0.373. (2) The reactants are [CH:1]([C:3]1[C:12]([O:13][C:14]2[CH:19]=[CH:18][C:17]([S:20]([CH3:23])(=[O:22])=[O:21])=[CH:16][CH:15]=2)=[CH:11][C:6]([C:7]([O:9][CH3:10])=[O:8])=[CH:5][C:4]=1[C:24]([O:26]C)=O)=O.Cl.NC.[BH3-][C:32]#[N:33].[Na+]. The catalyst is CO. The product is [CH3:32][N:33]1[C:24](=[O:26])[C:4]2[C:3](=[C:12]([O:13][C:14]3[CH:19]=[CH:18][C:17]([S:20]([CH3:23])(=[O:22])=[O:21])=[CH:16][CH:15]=3)[CH:11]=[C:6]([C:7]([O:9][CH3:10])=[O:8])[CH:5]=2)[CH2:1]1. The yield is 0.500. (3) The reactants are [F:1][C:2]([F:11])([F:10])[C:3]1[CH:4]=[C:5]([CH:7]=[CH:8][CH:9]=1)[NH2:6].[N:12]([O-])=O.[Na+].[CH3:16][C:17](=[O:22])[CH2:18][C:19](=[O:21])[CH3:20].C([O-])(=O)C.[Na+]. The catalyst is Cl.O.C(O)C. The product is [F:1][C:2]([F:10])([F:11])[C:3]1[CH:4]=[C:5]([NH:6][N:12]=[C:18]([C:17](=[O:22])[CH3:16])[C:19](=[O:21])[CH3:20])[CH:7]=[CH:8][CH:9]=1. The yield is 0.900. (4) The reactants are [CH3:1][O:2][C:3]1[CH:11]=[C:10]([C:12]([F:15])([F:14])[F:13])[CH:9]=[C:8]([S:16][CH3:17])[C:4]=1[C:5]([OH:7])=O.C(N(CC)C(C)C)(C)C.F[P-](F)(F)(F)(F)F.N1(OC(N(C)C)=[N+](C)C)C2N=CC=CC=2N=N1.[O:51]1[C:55]2([CH2:60][CH2:59][O:58][CH2:57][CH:56]2[NH2:61])[O:54][CH2:53][CH2:52]1. The catalyst is CN(C)C=O. The product is [CH3:1][O:2][C:3]1[CH:11]=[C:10]([C:12]([F:15])([F:14])[F:13])[CH:9]=[C:8]([S:16][CH3:17])[C:4]=1[C:5]([NH:61][CH:56]1[CH2:57][O:58][CH2:59][CH2:60][C:55]21[O:54][CH2:53][CH2:52][O:51]2)=[O:7]. The yield is 0.750. (5) The yield is 0.720. The catalyst is C(O)C. The product is [Br:13][C:10]1[CH:11]=[CH:12][C:7]2[O:6][C:5]([C:4]([OH:3])=[O:17])=[C:14]([CH3:15])[C:8]=2[CH:9]=1. The reactants are C([O:3][C:4](=[O:17])[CH2:5][O:6][C:7]1[CH:12]=[CH:11][C:10]([Br:13])=[CH:9][C:8]=1[C:14](=O)[CH3:15])C.[O-]CC.[Na+].CO.ClCCl. (6) The catalyst is ClCCl. The yield is 0.420. The product is [NH2:40][C@@H:8]([CH2:1][C:2]1[CH:3]=[CH:4][CH:5]=[CH:6][CH:7]=1)[CH2:9][C@H:10]([OH:39])[C@@H:11]([NH:26][C:27]([C@@H:28]([NH:33][C:34](=[O:35])[O:36][CH3:37])[C:29]([CH3:30])([CH3:32])[CH3:31])=[O:38])[CH2:12][C:13]1[CH:18]=[CH:17][C:16]([C:19]2[CH:24]=[CH:23][C:22]([CH3:25])=[CH:21][N:20]=2)=[CH:15][CH:14]=1. The reactants are [CH2:1]([C@H:8]([NH:40]C(=O)OC(C)(C)C)[CH2:9][C@H:10]([OH:39])[C@@H:11]([NH:26][C:27](=[O:38])[C@@H:28]([NH:33][C:34]([O:36][CH3:37])=[O:35])[C:29]([CH3:32])([CH3:31])[CH3:30])[CH2:12][C:13]1[CH:18]=[CH:17][C:16]([C:19]2[CH:24]=[CH:23][C:22]([CH3:25])=[CH:21][N:20]=2)=[CH:15][CH:14]=1)[C:2]1[CH:7]=[CH:6][CH:5]=[CH:4][CH:3]=1.FC(F)(F)C(O)=O. (7) The reactants are [Br:1][C:2]1[CH:3]=[C:4]([OH:28])[CH:5]=[C:6]([CH2:8][NH:9][C:10]2[C:15]([Cl:16])=[CH:14][N:13]=[C:12]([NH:17][C:18]3[CH:23]=[CH:22][CH:21]=[C:20]([CH2:24][CH2:25][CH2:26]Br)[CH:19]=3)[N:11]=2)[CH:7]=1.O1CCCC1.[OH-].[Na+]. The catalyst is O. The product is [Br:1][C:2]1[CH:3]=[C:4]2[CH:5]=[C:6]([CH2:8][NH:9][C:10]3[N:11]=[C:12]([NH:17][C:18]4[CH:23]=[CH:22][CH:21]=[C:20]([CH:19]=4)[CH2:24][CH2:25][CH2:26][O:28]2)[N:13]=[CH:14][C:15]=3[Cl:16])[CH:7]=1. The yield is 0.530.